This data is from PAMPA (Parallel Artificial Membrane Permeability Assay) permeability data from NCATS. The task is: Regression/Classification. Given a drug SMILES string, predict its absorption, distribution, metabolism, or excretion properties. Task type varies by dataset: regression for continuous measurements (e.g., permeability, clearance, half-life) or binary classification for categorical outcomes (e.g., BBB penetration, CYP inhibition). Dataset: pampa_ncats. (1) The molecule is C1=CC(=CC=C1C2=NC=C(C(=N2)C3=CC=NC=C3)C(=O)O)F. The result is 0 (low-to-moderate permeability). (2) The compound is CC(=O)NC1=CC=C(C=C1)OCC2=C(C=CC(=C2)C3=NC4=CC=CC=C4C(=O)N3CC5=CC=CO5)OC. The result is 0 (low-to-moderate permeability).